Dataset: Forward reaction prediction with 1.9M reactions from USPTO patents (1976-2016). Task: Predict the product of the given reaction. (1) Given the reactants Cl[C:2]1[N:7]=[CH:6][C:5]([O:8][CH2:9][C:10]2[C:15]([Cl:16])=[C:14]([O:17][CH3:18])[CH:13]=[C:12]([O:19][CH3:20])[C:11]=2[Cl:21])=[CH:4][N:3]=1.[NH2:22][C:23]1[CH:28]=[CH:27][C:26]([CH:29]2[CH2:34][CH2:33][N:32]([C:35]([O:37][C:38]([CH3:41])([CH3:40])[CH3:39])=[O:36])[CH2:31][CH2:30]2)=[CH:25][C:24]=1[O:42][CH3:43].C(=O)([O-])[O-].[Cs+].[Cs+].O1CCOCC1, predict the reaction product. The product is: [Cl:21][C:11]1[C:12]([O:19][CH3:20])=[CH:13][C:14]([O:17][CH3:18])=[C:15]([Cl:16])[C:10]=1[CH2:9][O:8][C:5]1[CH:4]=[N:3][C:2]([NH:22][C:23]2[CH:28]=[CH:27][C:26]([CH:29]3[CH2:30][CH2:31][N:32]([C:35]([O:37][C:38]([CH3:39])([CH3:40])[CH3:41])=[O:36])[CH2:33][CH2:34]3)=[CH:25][C:24]=2[O:42][CH3:43])=[N:7][CH:6]=1. (2) The product is: [C:5]([N:1]=[C:19]=[O:20])(=[O:16])[CH2:6][CH2:7][CH2:8][CH2:9][CH2:10][CH2:11][CH2:12][CH2:13][CH:14]=[CH2:15]. Given the reactants [N-:1]=[N+]=[N-].[Na+].[C:5](Cl)(=[O:16])[CH2:6][CH2:7][CH2:8][CH2:9][CH2:10][CH2:11][CH2:12][CH2:13][CH:14]=[CH2:15].C[C:19](C)=[O:20], predict the reaction product. (3) Given the reactants [C:1]1([CH3:11])C=CC(S(O)(=O)=O)=CC=1.[F:12][CH:13]([F:31])[O:14][C:15]1[CH:16]=[C:17]([S:21][C:22]2[CH:23]=[C:24]([CH3:30])[C:25](=[CH:27][C:28]=2[CH3:29])[NH2:26])[CH:18]=[CH:19][CH:20]=1.CCCCCC.C(OCC)(=O)C.[CH2:44]([NH:46][CH3:47])C, predict the reaction product. The product is: [CH2:1]([N:46]([CH3:47])[CH:44]=[N:26][C:25]1[CH:27]=[C:28]([CH3:29])[C:22]([S:21][C:17]2[CH:18]=[CH:19][CH:20]=[C:15]([O:14][CH:13]([F:12])[F:31])[CH:16]=2)=[CH:23][C:24]=1[CH3:30])[CH3:11]. (4) The product is: [CH2:20]([O:27][C:28]1[CH:29]=[C:30]([C:34]2[CH:41]=[CH:40][CH:39]=[C:36]([CH:37]([C:1]3[O:17][C:5]([CH3:4])=[N:6][N:2]=3)[OH:38])[CH:35]=2)[CH:31]=[CH:32][CH:33]=1)[C:21]1[CH:22]=[CH:23][CH:24]=[CH:25][CH:26]=1. Given the reactants [CH3:1][N:2]1[NH:6][CH:5]=[CH:4]O1.[Li]CCCC.[Mg+2].[Br-].[Br-].CC[O:17]CC.[CH2:20]([O:27][C:28]1[CH:29]=[C:30]([C:34]2[CH:35]=[C:36]([CH:39]=[CH:40][CH:41]=2)[CH:37]=[O:38])[CH:31]=[CH:32][CH:33]=1)[C:21]1[CH:26]=[CH:25][CH:24]=[CH:23][CH:22]=1, predict the reaction product. (5) Given the reactants [CH2:1]([O:3][C:4](=O)[C:5]([C:10]#[N:11])=[CH:6]OCC)[CH3:2].[OH2:13].[NH2:14][NH2:15], predict the reaction product. The product is: [NH2:11][C:10]1[NH:15][N:14]=[CH:6][C:5]=1[C:4]([O:3][CH2:1][CH3:2])=[O:13]. (6) The product is: [CH3:22][O:23][C:24](=[O:52])[CH:25]([C:27]1[CH:28]=[CH:29][C:30]([C:33]#[C:34][C:35]2[CH:48]=[C:39]([O:62][CH3:60])[C:6]3[CH:5]([N:4]([CH:1]4[CH2:3][CH2:2]4)[CH3:21])[CH2:14][CH2:13][C:12]([CH3:15])([CH3:16])[C:11]=3[CH:36]=2)=[CH:31][CH:32]=1)[CH3:26]. Given the reactants [CH:1]1([N:4]([CH3:21])[CH:5]2[CH2:14][CH2:13][C:12]([CH3:16])([CH3:15])[C:11]3C(OC)=C(C#C)C=C[C:6]2=3)[CH2:3][CH2:2]1.[CH3:22][O:23][C:24](=[O:52])[CH:25]([C:27]1[CH:32]=[CH:31][C:30]([C:33]#[C:34][C:35]2[CH:36]=C(C3CC3)C3OC4(CC4)CC(C)(C)[C:39]=3[CH:48]=2)=[CH:29][CH:28]=1)[CH3:26].C(N(CC)CC)C.[C:60](OCC)(=[O:62])C, predict the reaction product.